This data is from Full USPTO retrosynthesis dataset with 1.9M reactions from patents (1976-2016). The task is: Predict the reactants needed to synthesize the given product. (1) Given the product [F:1][C:2]([F:7])([F:6])[C:3]([OH:5])=[O:4].[C:8]([C:10]1[CH:11]=[C:12]([C:20]2[O:24][N:23]=[C:22]([C:25]3[CH:43]=[CH:42][C:28]4[CH2:29][CH2:30][N:31]([CH2:34][C:35]([OH:37])=[O:36])[CH2:32][CH2:33][C:27]=4[CH:26]=3)[N:21]=2)[CH:13]=[CH:14][C:15]=1[O:16][CH:17]([CH3:19])[CH3:18])#[N:9], predict the reactants needed to synthesize it. The reactants are: [F:1][C:2]([F:7])([F:6])[C:3]([OH:5])=[O:4].[C:8]([C:10]1[CH:11]=[C:12]([C:20]2[O:24][N:23]=[C:22]([C:25]3[CH:43]=[CH:42][C:28]4[CH2:29][CH2:30][N:31]([CH2:34][C:35]([O:37]C(C)(C)C)=[O:36])[CH2:32][CH2:33][C:27]=4[CH:26]=3)[N:21]=2)[CH:13]=[CH:14][C:15]=1[O:16][CH:17]([CH3:19])[CH3:18])#[N:9]. (2) The reactants are: C(B([CH2:6][CH3:7])CC)C.O1C=CN=C1.[Li][CH2:14][CH2:15][CH2:16][CH3:17].[CH2:18]([O:20][C:21](=[O:37])[CH:22]([CH2:28][C:29]([N:31]1[CH2:36][CH2:35][O:34][CH2:33][CH2:32]1)=[O:30])[C:23]([O:25][CH2:26][CH3:27])=[O:24])[CH3:19].[CH2:38]1[CH2:42]OC[CH2:39]1. Given the product [CH2:26]([O:25][C:23](=[O:24])[C:22]([CH2:28][C:29]([N:31]1[CH2:36][CH2:35][O:34][CH2:33][CH2:32]1)=[O:30])([CH2:42][CH:38]=[CH:39][C:7]1[CH:6]=[CH:17][CH:16]=[CH:15][CH:14]=1)[C:21]([O:20][CH2:18][CH3:19])=[O:37])[CH3:27], predict the reactants needed to synthesize it. (3) Given the product [CH3:2][C:1]1[O:16][C:11]([C:12]([F:13])([F:14])[F:15])=[CH:10][C:4]=1[C:5]([O:7][CH2:8][CH3:9])=[O:6], predict the reactants needed to synthesize it. The reactants are: [C:1]([CH:4]([CH2:10][C:11](=[O:16])[C:12]([F:15])([F:14])[F:13])[C:5]([O:7][CH2:8][CH3:9])=[O:6])(=O)[CH3:2].C1(C)C=CC=CC=1. (4) Given the product [Cl:7][C:8]1[CH:16]=[CH:15][CH:14]=[C:13]([Cl:17])[C:9]=1[CH2:10][O:11][CH2:2][C:3]([CH2:5][O:11][CH2:10][C:9]1[C:8]([Cl:7])=[CH:16][CH:15]=[CH:14][C:13]=1[Cl:17])=[O:4], predict the reactants needed to synthesize it. The reactants are: Br[CH2:2][C:3]([CH2:5]Br)=[O:4].[Cl:7][C:8]1[CH:16]=[CH:15][CH:14]=[C:13]([Cl:17])[C:9]=1[C:10](O)=[O:11].[F-].[K+].